This data is from CYP2C19 inhibition data for predicting drug metabolism from PubChem BioAssay. The task is: Regression/Classification. Given a drug SMILES string, predict its absorption, distribution, metabolism, or excretion properties. Task type varies by dataset: regression for continuous measurements (e.g., permeability, clearance, half-life) or binary classification for categorical outcomes (e.g., BBB penetration, CYP inhibition). Dataset: cyp2c19_veith. (1) The molecule is COc1cccc2c(=O)c(C(=O)NCc3cccs3)c[nH]c12. The result is 1 (inhibitor). (2) The molecule is COc1cccc(-n2c(O)c(C=NCc3ccc4c(c3)OCO4)c(=O)[nH]c2=O)c1. The result is 0 (non-inhibitor). (3) The compound is C=C1C(=O)C=C2CN(C(=O)c3ccccc3)[C@@](Cc3ccc(F)cc3)(C(=O)OC)[C@@H]12. The result is 1 (inhibitor). (4) The drug is OCCOCCN1CCN([C@@H](c2ccccc2)c2ccc(Cl)cc2)CC1. The result is 0 (non-inhibitor). (5) The molecule is OC1(c2ccc(Cl)cc2)CCN(Cc2c[nH]c3ccccc23)CC1. The result is 0 (non-inhibitor). (6) The compound is COc1ccc(C(CC(=O)Nc2ccc(F)cc2)c2ccccc2)cc1. The result is 1 (inhibitor).